From a dataset of Catalyst prediction with 721,799 reactions and 888 catalyst types from USPTO. Predict which catalyst facilitates the given reaction. (1) Reactant: [N:1]1([C:5]2[CH:6]=[CH:7][C:8]([O:11][C:12]3[CH:17]=[CH:16][CH:15]=[C:14]([CH:18]=[C:19]4[CH2:24][CH2:23][NH:22][CH2:21][CH2:20]4)[CH:13]=3)=[N:9][CH:10]=2)[CH2:4][CH2:3][CH2:2]1.[N:25]1[CH:30]=[CH:29][CH:28]=[C:27]([NH:31][C:32](=O)[O:33]C2C=CC=CC=2)[N:26]=1.C(N(CC)CC)C. Product: [N:1]1([C:5]2[CH:6]=[CH:7][C:8]([O:11][C:12]3[CH:13]=[C:14]([CH:15]=[CH:16][CH:17]=3)[CH:18]=[C:19]3[CH2:20][CH2:21][N:22]([C:32]([NH:31][C:27]4[N:26]=[N:25][CH:30]=[CH:29][CH:28]=4)=[O:33])[CH2:23][CH2:24]3)=[N:9][CH:10]=2)[CH2:2][CH2:3][CH2:4]1. The catalyst class is: 58. (2) Reactant: [CH2:1]1[CH:5]2[CH:6]3[CH:10]=[CH:9][CH:8]([CH:4]2[CH:3]=[CH:2]1)[CH2:7]3.ClC(Cl)(Cl)C(Cl)(Cl)Cl.C1(C#C)C=CC=CC=1. Product: [CH2:1]1[CH:5]2[C@@H:6]3[CH:10]=[CH:9][C@H:8]([CH:4]2[CH:3]=[CH:2]1)[CH2:7]3. The catalyst class is: 2. (3) Reactant: [CH3:1][O:2][C:3]1[CH:4]=[C:5]([CH:8]=[CH:9][C:10]=1[O:11][CH2:12][C:13]1[N:14]=[C:15]([C:19]2[CH:20]=[N:21][CH:22]=[CH:23][CH:24]=2)[O:16][C:17]=1[CH3:18])[CH:6]=[O:7].C(O)C.[BH4-].[Na+].O. Product: [CH3:1][O:2][C:3]1[CH:4]=[C:5]([CH2:6][OH:7])[CH:8]=[CH:9][C:10]=1[O:11][CH2:12][C:13]1[N:14]=[C:15]([C:19]2[CH:20]=[N:21][CH:22]=[CH:23][CH:24]=2)[O:16][C:17]=1[CH3:18]. The catalyst class is: 7. (4) Reactant: [Cl-:1].[Cl-].[CH3:3][Zr:4]([CH3:34])(=[SiH2:33])([C:24]1[CH:28]([CH3:29])[C:27]([CH3:30])=[C:26]([CH3:31])[C:25]=1[CH3:32])[CH:5]1[C:13]2[C:8](=[CH:9][CH:10]=[CH:11][CH:12]=2)[C:7]([C:14]2[CH:19]=[CH:18][C:17](C(C)(C)C)=[CH:16][CH:15]=2)=[CH:6]1. Product: [Cl-:1].[Cl-:1].[CH3:34][Zr:4]([CH3:3])(=[SiH2:33])([C:24]1[CH:28]([CH3:29])[C:27]([CH3:30])=[C:26]([CH3:31])[C:25]=1[CH3:32])[CH:5]1[C:13]2[C:8](=[CH:9][CH:10]=[CH:11][CH:12]=2)[C:7]([C:14]2[CH:15]=[CH:16][CH:17]=[CH:18][CH:19]=2)=[CH:6]1. The catalyst class is: 11. (5) Reactant: Cl[C:2]1[C:11]2[C:6](=[CH:7][C:8]([O:14][CH3:15])=[C:9]([O:12][CH3:13])[CH:10]=2)[N:5]=[CH:4][CH:3]=1.Cl[C:17]1[CH:32]=[CH:31][C:20]([NH:21][C:22](=[O:30])[C:23]2[C:24](=[CH:26][CH:27]=[CH:28][CH:29]=2)[OH:25])=[CH:19][CH:18]=1.[Cl:33]C1C=CC=CC=1Cl. Product: [C:20]1([NH:21][C:22](=[O:30])[C:23]2[CH:29]=[C:28]([Cl:33])[CH:27]=[CH:26][C:24]=2[O:25][C:2]2[C:11]3[C:6](=[CH:7][C:8]([O:14][CH3:15])=[C:9]([O:12][CH3:13])[CH:10]=3)[N:5]=[CH:4][CH:3]=2)[CH:31]=[CH:32][CH:17]=[CH:18][CH:19]=1. The catalyst class is: 277. (6) Reactant: [CH3:1][O:2][C:3]1[CH:44]=[CH:43][C:6]([CH2:7][N:8]2[C:16]3[CH:15]=[C:14](OS(C(F)(F)F)(=O)=O)[CH:13]=[CH:12][C:11]=3[C:10]3[N:25]=[C:26]([C:33]4[CH:38]=[CH:37][CH:36]=[C:35]([C:39]([F:42])([F:41])[F:40])[CH:34]=4)[CH:27]=[C:28]([C:29]([O:31][CH3:32])=[O:30])[C:9]2=3)=[CH:5][CH:4]=1.[CH3:45][C@H:46]1[O:51][C@@H:50]([CH3:52])[CH2:49][NH:48][CH2:47]1.P([O-])([O-])([O-])=O.[K+].[K+].[K+].C1(C2C=CC=CC=2)C=CC=CC=1P(C(C)(C)C)C(C)(C)C. Product: [CH3:45][C@H:46]1[CH2:47][N:48]([C:14]2[CH:13]=[CH:12][C:11]3[C:10]4[N:25]=[C:26]([C:33]5[CH:38]=[CH:37][CH:36]=[C:35]([C:39]([F:42])([F:40])[F:41])[CH:34]=5)[CH:27]=[C:28]([C:29]([O:31][CH3:32])=[O:30])[C:9]=4[N:8]([CH2:7][C:6]4[CH:43]=[CH:44][C:3]([O:2][CH3:1])=[CH:4][CH:5]=4)[C:16]=3[CH:15]=2)[CH2:49][C@@H:50]([CH3:52])[O:51]1. The catalyst class is: 318. (7) Reactant: [CH3:1][O:2][C:3]([C:5]1[CH:10]=[N:9][C:8](Br)=[C:7]([O:12][CH2:13][CH:14]2[CH2:16][CH2:15]2)[N:6]=1)=[O:4].[O-]P([O-])([O-])=O.[K+].[K+].[K+].[CH:25]1(B(O)O)[CH2:27][CH2:26]1.C1(P(C2CCCCC2)C2CCCCC2)CCCCC1. Product: [CH3:1][O:2][C:3]([C:5]1[CH:10]=[N:9][C:8]([CH:25]2[CH2:27][CH2:26]2)=[C:7]([O:12][CH2:13][CH:14]2[CH2:16][CH2:15]2)[N:6]=1)=[O:4]. The catalyst class is: 164.